Dataset: Full USPTO retrosynthesis dataset with 1.9M reactions from patents (1976-2016). Task: Predict the reactants needed to synthesize the given product. Given the product [NH2:22][CH2:21][CH:19]1[CH2:18][N:17]([C:15]2[N:16]=[C:11]([NH:10][C@H:8]([C:5]3[CH:4]=[CH:3][C:2]([F:1])=[CH:7][CH:6]=3)[CH3:9])[N:12]=[C:13]([NH:30][C:31]3[CH:36]=[N:35][CH:34]=[CH:33][N:32]=3)[CH:14]=2)[CH2:20]1, predict the reactants needed to synthesize it. The reactants are: [F:1][C:2]1[CH:7]=[CH:6][C:5]([C@@H:8]([NH:10][C:11]2[N:16]=[C:15]([N:17]3[CH2:20][CH:19]([CH2:21][NH:22]C(=O)OC(C)(C)C)[CH2:18]3)[CH:14]=[C:13]([NH:30][C:31]3[CH:36]=[N:35][CH:34]=[CH:33][N:32]=3)[N:12]=2)[CH3:9])=[CH:4][CH:3]=1.FC(F)(F)C(O)=O.